This data is from Blood-brain barrier permeability classification from the B3DB database. The task is: Regression/Classification. Given a drug SMILES string, predict its absorption, distribution, metabolism, or excretion properties. Task type varies by dataset: regression for continuous measurements (e.g., permeability, clearance, half-life) or binary classification for categorical outcomes (e.g., BBB penetration, CYP inhibition). Dataset: b3db_classification. (1) The result is 1 (penetrates BBB). The drug is NC[C@H]1CC(=O)N(Cc2ccccc2)C1. (2) The compound is CN1CCc2cc(Cl)c(O)cc2[C@@H](c2cc(Br)cc3c2OCC3)C1. The result is 1 (penetrates BBB). (3) The compound is CNC1CCC(c2ccccc2)c2ccccc21. The result is 1 (penetrates BBB). (4) The drug is CN(C)[C@H]1CCc2[nH]c3c(F)cc(F)cc3c2C1. The result is 1 (penetrates BBB). (5) The result is 1 (penetrates BBB). The compound is CCC(C)C(CC)C(=O)NC(N)=O. (6) The compound is CN(C(=O)Cc1ccc(Cl)c(Cl)c1)C(CN1CCCC1)c1ccccc1. The result is 1 (penetrates BBB). (7) The drug is CN(C)CCCN1c2ccccc2[S+]([O-])c2ccccc21. The result is 1 (penetrates BBB).